Dataset: Forward reaction prediction with 1.9M reactions from USPTO patents (1976-2016). Task: Predict the product of the given reaction. (1) The product is: [F:18][C:13]1[CH:12]=[CH:11][CH:10]=[C:9]([NH:8][C:7]2[N:16]=[C:3]([NH:43][C:42]3[CH:41]=[C:40]4[C:36]([CH2:37][CH2:38][N:39]4[C:44](=[O:48])[CH2:45][O:46][CH3:47])=[CH:35][C:34]=3[O:33][CH3:32])[NH:4][C:5]3=[N:21][CH:20]=[CH:19][C:6]=23)[C:14]=1[C:15]([NH2:49])=[O:17]. Given the reactants Cl.Cl[C:3]1[N:16]2[C:7](=[N:8][C:9]3[C:14]([C:15]2=[O:17])=[C:13]([F:18])[CH:12]=[CH:11][CH:10]=3)[C:6]2[CH:19]=[CH:20][N:21](S(C3C=CC(C)=CC=3)(=O)=O)[C:5]=2[N:4]=1.[CH3:32][O:33][C:34]1[CH:35]=[C:36]2[C:40](=[CH:41][C:42]=1[NH2:43])[N:39]([C:44](=[O:48])[CH2:45][O:46][CH3:47])[CH2:38][CH2:37]2.[NH4+:49].[OH-].[Na+].[Cl-].[OH-].[K+].[OH-].[Na+], predict the reaction product. (2) The product is: [CH:6]([OH:7])=[O:5].[N:41]1[CH:42]=[CH:43][C:38]([C:16]2[CH:15]=[CH:14][C:13]3[NH:12][C:11]4[CH2:10][CH2:9][NH:8][CH2:21][CH2:20][C:19]=4[C:18]=3[CH:17]=2)=[CH:39][CH:40]=1. Given the reactants C([O:5][C:6]([N:8]1[CH2:21][CH2:20][C:19]2[C:18]3[CH:17]=[C:16](B4OC(C)(C)C(C)(C)O4)[CH:15]=[CH:14][C:13]=3[NH:12][C:11]=2[CH2:10][CH2:9]1)=[O:7])(C)(C)C.C(=O)([O-])[O-].[Cs+].[Cs+].Br[C:38]1[CH:43]=[CH:42][N:41]=[CH:40][CH:39]=1, predict the reaction product.